Predict which catalyst facilitates the given reaction. From a dataset of Catalyst prediction with 721,799 reactions and 888 catalyst types from USPTO. (1) Reactant: Cl[C:2]([F:7])([F:6])C([O-])=O.[Na+].C(=O)([O-])[O-].[Cs+].[Cs+].[Br:15][C:16]1[CH:17]=[CH:18][C:19]([OH:24])=[C:20]([CH:23]=1)[C:21]#[N:22]. Product: [Br:15][C:16]1[CH:17]=[CH:18][C:19]([O:24][CH:2]([F:6])[F:7])=[C:20]([CH:23]=1)[C:21]#[N:22]. The catalyst class is: 18. (2) Reactant: Br[C:2]1[CH:3]=[C:4]2[CH:10]=[CH:9][NH:8][C:5]2=[N:6][CH:7]=1.[CH3:11][Si:12]([CH3:16])([CH3:15])[C:13]#[CH:14].C1(P(C2C=CC=CC=2)C2C=CC=CC=2)C=CC=CC=1.C(N(CC)CC)C. Product: [CH3:11][Si:12]([C:13]#[C:14][C:2]1[CH:3]=[C:4]2[CH:10]=[CH:9][NH:8][C:5]2=[N:6][CH:7]=1)([CH3:16])[CH3:15]. The catalyst class is: 516. (3) Reactant: [OH:1][C:2]1[CH:7]=[CH:6][N:5]([C:8]2[CH:9]=[C:10]3[C:14](=[CH:15][CH:16]=2)[N:13]([CH2:17][CH2:18][N:19]2[CH2:23][CH2:22][CH2:21][CH2:20]2)[N:12]=[CH:11]3)[C:4](=[O:24])[CH:3]=1.[H-].[Na+].[F:27][C:28]([F:38])([F:37])[C:29]1[CH:36]=[CH:35][C:32]([CH2:33]Br)=[CH:31][CH:30]=1. Product: [N:19]1([CH2:18][CH2:17][N:13]2[C:14]3[C:10](=[CH:9][C:8]([N:5]4[CH:6]=[CH:7][C:2]([O:1][CH2:33][C:32]5[CH:31]=[CH:30][C:29]([C:28]([F:27])([F:37])[F:38])=[CH:36][CH:35]=5)=[CH:3][C:4]4=[O:24])=[CH:16][CH:15]=3)[CH:11]=[N:12]2)[CH2:23][CH2:22][CH2:21][CH2:20]1. The catalyst class is: 1. (4) Reactant: [CH3:1][O:2][C:3]1[CH:4]=[C:5]([CH:13]([CH3:20])[CH2:14][C:15]([O:17]CC)=[O:16])[CH:6]=[CH:7][C:8]=1[O:9][CH2:10][C:11]#[CH:12].[OH-].[Li+].O1CCCC1. Product: [CH3:1][O:2][C:3]1[CH:4]=[C:5]([CH:13]([CH3:20])[CH2:14][C:15]([OH:17])=[O:16])[CH:6]=[CH:7][C:8]=1[O:9][CH2:10][C:11]#[CH:12]. The catalyst class is: 6. (5) Reactant: [CH:1]([O:4][C:5]1[CH:10]=[CH:9][C:8]([S:11](Cl)(=[O:13])=[O:12])=[CH:7][CH:6]=1)([CH3:3])[CH3:2].[N:15]1[C:24]2[C:19](=[C:20]([N:25]3[C:29]([NH2:30])=[CH:28][C:27]([C:31]([F:34])([F:33])[F:32])=[N:26]3)[CH:21]=[CH:22][CH:23]=2)[CH:18]=[CH:17][CH:16]=1. Product: [CH:1]([O:4][C:5]1[CH:10]=[CH:9][C:8]([S:11]([NH:30][C:29]2[N:25]([C:20]3[CH:21]=[CH:22][CH:23]=[C:24]4[C:19]=3[CH:18]=[CH:17][CH:16]=[N:15]4)[N:26]=[C:27]([C:31]([F:34])([F:33])[F:32])[CH:28]=2)(=[O:13])=[O:12])=[CH:7][CH:6]=1)([CH3:3])[CH3:2]. The catalyst class is: 17.